Dataset: Forward reaction prediction with 1.9M reactions from USPTO patents (1976-2016). Task: Predict the product of the given reaction. Given the reactants [Cl-].[NH4+].C([N:6](C(C)C)CC)(C)C.[NH:12]1[C:20]2[C:15](=[CH:16][C:17]([O:21][CH:22]3[CH2:27][CH2:26][CH:25]([C:28]([OH:30])=O)[CH2:24][CH2:23]3)=[CH:18][CH:19]=2)[CH:14]=[N:13]1.N.Cl.C(N=C=NCCCN(C)C)C.OC1C2N=NNC=2C=CC=1.C(=O)([O-])O.[Na+], predict the reaction product. The product is: [NH:12]1[C:20]2[C:15](=[CH:16][C:17]([O:21][CH:22]3[CH2:27][CH2:26][CH:25]([C:28]([NH2:6])=[O:30])[CH2:24][CH2:23]3)=[CH:18][CH:19]=2)[CH:14]=[N:13]1.